From a dataset of Forward reaction prediction with 1.9M reactions from USPTO patents (1976-2016). Predict the product of the given reaction. (1) Given the reactants C([O:3][C:4](=[O:9])[C:5]([OH:8])([CH3:7])[CH3:6])C.[H-].[Na+].[CH2:12]([N:19]1[C:27]2[C:22](=[CH:23][CH:24]=[CH:25][CH:26]=2)[C:21]([CH2:28]Cl)=[N:20]1)[C:13]1[CH:18]=[CH:17][CH:16]=[CH:15][CH:14]=1.[OH-].[Na+], predict the reaction product. The product is: [CH2:12]([N:19]1[C:27]2[C:22](=[CH:23][CH:24]=[CH:25][CH:26]=2)[C:21]([CH2:28][O:8][C:5]([CH3:6])([CH3:7])[C:4]([OH:3])=[O:9])=[N:20]1)[C:13]1[CH:14]=[CH:15][CH:16]=[CH:17][CH:18]=1. (2) Given the reactants [O:1]=[C:2]1[N:11]([CH2:12][CH:13]2[CH2:18][CH2:17][N:16]([C:19]3[C:20]4[CH2:28][N:27](C(OC(C)(C)C)=O)[CH2:26][CH2:25][C:21]=4[N:22]=[CH:23][N:24]=3)[CH2:15][CH2:14]2)[CH2:10][C:9]2[C:4](=[CH:5][CH:6]=[CH:7][CH:8]=2)[NH:3]1.[ClH:36].O1CCOCC1, predict the reaction product. The product is: [ClH:36].[N:22]1[C:21]2[CH2:25][CH2:26][NH:27][CH2:28][C:20]=2[C:19]([N:16]2[CH2:17][CH2:18][CH:13]([CH2:12][N:11]3[CH2:10][C:9]4[C:4](=[CH:5][CH:6]=[CH:7][CH:8]=4)[NH:3][C:2]3=[O:1])[CH2:14][CH2:15]2)=[N:24][CH:23]=1. (3) Given the reactants Cl.[NH2:2][CH2:3][CH2:4][C:5]([O:7][CH2:8][CH3:9])=[O:6].Cl[C:11]([O:13][CH2:14][C:15]1[CH:20]=[CH:19][CH:18]=[CH:17][CH:16]=1)=[O:12].C(N(CC)CC)C, predict the reaction product. The product is: [CH2:14]([O:13][C:11]([NH:2][CH2:3][CH2:4][C:5]([O:7][CH2:8][CH3:9])=[O:6])=[O:12])[C:15]1[CH:20]=[CH:19][CH:18]=[CH:17][CH:16]=1.